From a dataset of Full USPTO retrosynthesis dataset with 1.9M reactions from patents (1976-2016). Predict the reactants needed to synthesize the given product. Given the product [Cl:1][C:2]1[C:6]([CH3:7])=[C:5]([C:8]2[CH:9]=[C:10]([C:13]([OH:15])=[O:14])[S:11][CH:12]=2)[N:4]([CH3:17])[N:3]=1, predict the reactants needed to synthesize it. The reactants are: [Cl:1][C:2]1[C:6]([CH3:7])=[C:5]([C:8]2[CH:9]=[C:10]([C:13]([O:15]C)=[O:14])[S:11][CH:12]=2)[N:4]([CH3:17])[N:3]=1.[OH-].[Na+].